This data is from TCR-epitope binding with 47,182 pairs between 192 epitopes and 23,139 TCRs. The task is: Binary Classification. Given a T-cell receptor sequence (or CDR3 region) and an epitope sequence, predict whether binding occurs between them. (1) The epitope is FVDGVPFVV. The TCR CDR3 sequence is CASSPKFRLASYEQYF. Result: 1 (the TCR binds to the epitope). (2) The epitope is FSKQLQQSM. The TCR CDR3 sequence is CASRINRGHTEAFF. Result: 0 (the TCR does not bind to the epitope).